This data is from Full USPTO retrosynthesis dataset with 1.9M reactions from patents (1976-2016). The task is: Predict the reactants needed to synthesize the given product. (1) Given the product [F:14][C:15]1[CH:22]=[CH:21][C:18]([CH:19]=[CH:1][C:2]2[N:11]([CH3:12])[C:10](=[O:13])[C:9]3[C:4](=[CH:5][CH:6]=[CH:7][CH:8]=3)[N:3]=2)=[CH:17][CH:16]=1, predict the reactants needed to synthesize it. The reactants are: [CH3:1][C:2]1[N:11]([CH3:12])[C:10](=[O:13])[C:9]2[C:4](=[CH:5][CH:6]=[CH:7][CH:8]=2)[N:3]=1.[F:14][C:15]1[CH:22]=[CH:21][C:18]([CH:19]=O)=[CH:17][CH:16]=1. (2) Given the product [CH2:1]([O:3][C@H:4]([CH3:51])[CH2:5][O:6][CH2:7][C:8]1[CH:13]=[CH:12][C:11]([C@@H:14]2[C@@H:19]([O:20][CH2:21][C:22]3[CH:23]=[CH:24][C:25]4[O:30][CH2:29][CH2:28][N:27]([CH2:31][CH2:32][CH2:33][O:34][CH3:35])[C:26]=4[CH:36]=3)[CH2:18][N:17]([S:37]([C:40]3[CH:45]=[CH:44][C:43]([CH3:46])=[CH:42][CH:41]=3)(=[O:38])=[O:39])[C@@H:16]([CH2:47][CH2:48][OH:49])[CH2:15]2)=[CH:10][CH:9]=1)[CH3:2], predict the reactants needed to synthesize it. The reactants are: [CH2:1]([O:3][C@H:4]([CH3:51])[CH2:5][O:6][CH2:7][C:8]1[CH:13]=[CH:12][C:11]([C@@H:14]2[C@@H:19]([O:20][CH2:21][C:22]3[CH:23]=[CH:24][C:25]4[O:30][CH2:29][CH2:28][N:27]([CH2:31][CH2:32][CH2:33][O:34][CH3:35])[C:26]=4[CH:36]=3)[CH2:18][N:17]([S:37]([C:40]3[CH:45]=[CH:44][C:43]([CH3:46])=[CH:42][CH:41]=3)(=[O:39])=[O:38])[C@@H:16]([CH2:47][C:48](O)=[O:49])[CH2:15]2)=[CH:10][CH:9]=1)[CH3:2].O1CCCC1.B. (3) Given the product [Mg+2:35].[C:1]([NH:4][CH2:5][C@@H:6]1[O:10][C:9](=[O:11])[N:8]([C:12]2[CH:17]=[C:16]([F:18])[C:15]([N:19]3[CH2:24][CH2:23][C:22]([O:28][P:29](=[O:30])([O-:31])[O-:32])([CH2:25][O:26][CH3:27])[CH2:21][CH2:20]3)=[C:14]([F:33])[CH:13]=2)[CH2:7]1)(=[O:3])[CH3:2], predict the reactants needed to synthesize it. The reactants are: [C:1]([NH:4][CH2:5][C@@H:6]1[O:10][C:9](=[O:11])[N:8]([C:12]2[CH:17]=[C:16]([F:18])[C:15]([N:19]3[CH2:24][CH2:23][C:22]([O:28][P:29](=[O:32])([OH:31])[OH:30])([CH2:25][O:26][CH3:27])[CH2:21][CH2:20]3)=[C:14]([F:33])[CH:13]=2)[CH2:7]1)(=[O:3])[CH3:2].[OH-].[Mg+2:35].[OH-].